From a dataset of Full USPTO retrosynthesis dataset with 1.9M reactions from patents (1976-2016). Predict the reactants needed to synthesize the given product. Given the product [CH3:1][O:2][C:3]1[CH:4]=[CH:5][C:6]([C:9]2[CH:10]=[CH:11][C:12]([S:15]([NH:18][CH:19]([CH:23]3[CH2:24][CH2:25][N:26]([C:42]([N:36]4[CH2:41][CH2:40][O:39][CH2:38][CH2:37]4)=[O:43])[CH2:27][CH2:28]3)[C:20]([OH:22])=[O:21])(=[O:17])=[O:16])=[CH:13][CH:14]=2)=[CH:7][CH:8]=1, predict the reactants needed to synthesize it. The reactants are: [CH3:1][O:2][C:3]1[CH:8]=[CH:7][C:6]([C:9]2[CH:14]=[CH:13][C:12]([S:15]([NH:18][CH:19]([CH:23]3[CH2:28][CH2:27][NH:26][CH2:25][CH2:24]3)[C:20]([OH:22])=[O:21])(=[O:17])=[O:16])=[CH:11][CH:10]=2)=[CH:5][CH:4]=1.O1CCOCC1.O.[N:36]1([C:42](Cl)=[O:43])[CH2:41][CH2:40][O:39][CH2:38][CH2:37]1.